Dataset: Forward reaction prediction with 1.9M reactions from USPTO patents (1976-2016). Task: Predict the product of the given reaction. (1) Given the reactants [Cl:1][C:2]1[CH:7]=[CH:6][C:5]([S:8]([N:11]2[CH:16]3[CH2:17][CH2:18][CH2:19][CH:12]2[C:13](=[CH:22][N:23](C)C)[C:14](=O)[CH:15]3[CH3:20])(=[O:10])=[O:9])=[CH:4][CH:3]=1.O.[NH2:27]N, predict the reaction product. The product is: [Cl:1][C:2]1[CH:7]=[CH:6][C:5]([S:8]([N:11]2[CH:16]3[CH2:17][CH2:18][CH2:19][CH:12]2[C:13]2[CH:22]=[N:23][NH:27][C:14]=2[CH:15]3[CH3:20])(=[O:9])=[O:10])=[CH:4][CH:3]=1. (2) Given the reactants [C:1]([CH2:3][CH2:4][NH:5][CH2:6][CH2:7][C:8]#[N:9])#[N:2].[CH2:10](Cl)[C:11]1[CH:16]=[CH:15][CH:14]=[CH:13][CH:12]=1.C(=O)([O-])[O-].[Na+].[Na+], predict the reaction product. The product is: [CH2:10]([N:5]([CH2:6][CH2:7][C:8]#[N:9])[CH2:4][CH2:3][C:1]#[N:2])[C:11]1[CH:16]=[CH:15][CH:14]=[CH:13][CH:12]=1. (3) Given the reactants Cl.[Cl:2][C:3]1[C:7]([Cl:8])=[C:6]([CH3:9])[NH:5][C:4]=1[C:10]([NH:12][CH:13]1[CH2:18][CH2:17][NH:16][CH2:15][CH2:14]1)=[O:11].Br[C:20]1[CH:24]=[C:23]([C:25]([OH:27])=[O:26])[O:22][N:21]=1, predict the reaction product. The product is: [Cl:2][C:3]1[C:7]([Cl:8])=[C:6]([CH3:9])[NH:5][C:4]=1[C:10]([NH:12][CH:13]1[CH2:18][CH2:17][N:16]([C:20]2[CH:24]=[C:23]([C:25]([OH:27])=[O:26])[O:22][N:21]=2)[CH2:15][CH2:14]1)=[O:11]. (4) Given the reactants [NH:1]1[C:9]2[C:4](=[CH:5][C:6]([NH:10][C:11]3[C:20]4[C:15](=[CH:16][CH:17]=[CH:18][CH:19]=4)[N:14]=[C:13]([C:21]4[CH:22]=[C:23]([CH:29]=[CH:30][CH:31]=4)[O:24][CH2:25][C:26](O)=[O:27])[N:12]=3)=[CH:7][CH:8]=2)[CH:3]=[N:2]1.C1CN([P+](ON2N=NC3C=CC=CC2=3)(N2CCCC2)N2CCCC2)CC1.F[P-](F)(F)(F)(F)F.CCN(C(C)C)C(C)C.[CH3:74][O:75][CH2:76][CH2:77][NH2:78], predict the reaction product. The product is: [NH:1]1[C:9]2[C:4](=[CH:5][C:6]([NH:10][C:11]3[C:20]4[C:15](=[CH:16][CH:17]=[CH:18][CH:19]=4)[N:14]=[C:13]([C:21]4[CH:22]=[C:23]([CH:29]=[CH:30][CH:31]=4)[O:24][CH2:25][C:26]([NH:78][CH2:77][CH2:76][O:75][CH3:74])=[O:27])[N:12]=3)=[CH:7][CH:8]=2)[CH:3]=[N:2]1. (5) Given the reactants [CH3:1][C@H:2]1[N:8]([C:9]([C:11]2[CH:16]=[C:15]([CH3:17])[CH:14]=[CH:13][C:12]=2[N:18]2[N:22]=[CH:21][CH:20]=[N:19]2)=[O:10])[CH2:7][CH2:6][NH:5][CH2:4][CH2:3]1.[Cl:23][C:24]1[CH:25]=[CH:26][C:27]2[O:31][CH:30]=[N:29][C:28]=2[CH:32]=1.C(O)(=O)C, predict the reaction product. The product is: [CH3:17][C:15]1[CH:14]=[CH:13][C:12]([N:18]2[N:19]=[CH:20][CH:21]=[N:22]2)=[C:11]([C:9]([N:8]2[C@H:2]([CH3:1])[CH2:3][CH2:4][N:5]([C:30]3[O:31][C:27]4[CH:26]=[CH:25][C:24]([Cl:23])=[CH:32][C:28]=4[N:29]=3)[CH2:6][CH2:7]2)=[O:10])[CH:16]=1. (6) Given the reactants [CH2:1]([C@H:8]1[N:13]([C:14](=[O:24])[CH2:15][CH2:16][C:17]2[CH:22]=[CH:21][CH:20]=[CH:19][C:18]=2[OH:23])[CH2:12][CH2:11][N:10](C(OC(C)(C)C)=O)[CH2:9]1)[C:2]1[CH:7]=[CH:6][CH:5]=[CH:4][CH:3]=1.C([O-])([O-])=O.[K+].[K+].Br[CH2:39][CH2:40][CH2:41][O:42][CH3:43], predict the reaction product. The product is: [CH2:1]([C@@H:8]1[CH2:9][NH:10][CH2:11][CH2:12][N:13]1[C:14](=[O:24])[CH2:15][CH2:16][C:17]1[CH:22]=[CH:21][CH:20]=[CH:19][C:18]=1[O:23][CH2:39][CH2:40][CH2:41][O:42][CH3:43])[C:2]1[CH:3]=[CH:4][CH:5]=[CH:6][CH:7]=1. (7) Given the reactants [N+:1]([C:4]1[CH:5]=[C:6]([C:10]#[C:11][CH2:12][CH2:13][CH2:14][OH:15])[CH:7]=[CH:8][CH:9]=1)([O-])=O.Cl, predict the reaction product. The product is: [NH2:1][C:4]1[CH:5]=[C:6]([C:10]#[C:11][CH2:12][CH2:13][CH2:14][OH:15])[CH:7]=[CH:8][CH:9]=1. (8) The product is: [CH2:1]([O:8][C:9]1[CH:14]=[CH:13][C:12]([CH2:15][C@H:16]([NH:21][C:22]([O:24][C:25]([CH3:28])([CH3:27])[CH3:26])=[O:23])[C:17]([OH:19])=[O:18])=[CH:11][CH:10]=1)[C:2]1[CH:3]=[CH:4][CH:5]=[CH:6][CH:7]=1. Given the reactants [CH2:1]([O:8][C:9]1[CH:14]=[CH:13][C:12]([CH2:15][C@H:16]([NH:21][C:22]([O:24][C:25]([CH3:28])([CH3:27])[CH3:26])=[O:23])[C:17]([O:19]C)=[O:18])=[CH:11][CH:10]=1)[C:2]1[CH:7]=[CH:6][CH:5]=[CH:4][CH:3]=1.[OH-].[Li+], predict the reaction product. (9) Given the reactants [CH2:1]([O:8][C:9](=[O:25])[CH:10]([NH:16][C:17](=[O:24])[C:18]1[CH:23]=[CH:22][CH:21]=[CH:20][CH:19]=1)[C:11](=O)[CH:12]([CH3:14])[CH3:13])[C:2]1[CH:7]=[CH:6][CH:5]=[CH:4][CH:3]=1.C1(P(C2C=CC=CC=2)C2C=CC=CC=2)C=CC=CC=1.II.C(N(CC)CC)C, predict the reaction product. The product is: [CH2:1]([O:8][C:9]([C:10]1[N:16]=[C:17]([C:18]2[CH:23]=[CH:22][CH:21]=[CH:20][CH:19]=2)[O:24][C:11]=1[CH:12]([CH3:14])[CH3:13])=[O:25])[C:2]1[CH:7]=[CH:6][CH:5]=[CH:4][CH:3]=1.